Dataset: Full USPTO retrosynthesis dataset with 1.9M reactions from patents (1976-2016). Task: Predict the reactants needed to synthesize the given product. (1) Given the product [CH2:27]([C:10]1[N:9]([CH2:29][CH3:30])[N:8]=[C:7]2[C:11]=1[C:12]1[CH:17]=[CH:16][C:15]([O:18][CH3:19])=[CH:14][C:13]=1[N:20]=[C:5]2[NH2:6])[CH3:28], predict the reactants needed to synthesize it. The reactants are: [O-]CC.[Na+].[C:5]([C:7]1[C:11]([C:12]2[CH:17]=[CH:16][C:15]([O:18][CH3:19])=[CH:14][C:13]=2[NH:20]C(=O)C(C)(C)C)=[C:10]([CH2:27][CH3:28])[N:9]([CH2:29][CH3:30])[N:8]=1)#[N:6]. (2) Given the product [NH2:20][C:14]1[CH:15]=[CH:16][CH:17]=[C:18]2[C:13]=1[C:12](=[O:23])[N:11]([C:8]1[CH:7]=[CH:6][C:5]([C:1]([CH3:4])([CH3:3])[CH3:2])=[CH:10][CH:9]=1)[CH2:19]2, predict the reactants needed to synthesize it. The reactants are: [C:1]([C:5]1[CH:10]=[CH:9][C:8]([N:11]2[CH2:19][C:18]3[C:13](=[C:14]([N+:20]([O-])=O)[CH:15]=[CH:16][CH:17]=3)[C:12]2=[O:23])=[CH:7][CH:6]=1)([CH3:4])([CH3:3])[CH3:2]. (3) Given the product [F:14][CH:2]([F:1])[C:3]1[N:7]([C:16]2[N:21]=[C:20]3[N:22]([CH:25]4[CH2:26][CH2:27][N:28]([C:31]([O:33][C:34]([CH3:37])([CH3:36])[CH3:35])=[O:32])[CH2:29][CH2:30]4)[N:23]=[CH:24][C:19]3=[C:18]([N:38]3[CH2:39][CH2:40][O:41][CH2:42][CH2:43]3)[N:17]=2)[C:6]2[CH:8]=[CH:9][CH:10]=[C:11]([O:12][CH3:13])[C:5]=2[N:4]=1, predict the reactants needed to synthesize it. The reactants are: [F:1][CH:2]([F:14])[C:3]1[NH:7][C:6]2[CH:8]=[CH:9][CH:10]=[C:11]([O:12][CH3:13])[C:5]=2[N:4]=1.Cl[C:16]1[N:21]=[C:20]2[N:22]([CH:25]3[CH2:30][CH2:29][N:28]([C:31]([O:33][C:34]([CH3:37])([CH3:36])[CH3:35])=[O:32])[CH2:27][CH2:26]3)[N:23]=[CH:24][C:19]2=[C:18]([N:38]2[CH2:43][CH2:42][O:41][CH2:40][CH2:39]2)[N:17]=1.C([O-])([O-])=O.[K+].[K+].C(Cl)Cl.CCOC(C)=O. (4) Given the product [NH2:2][CH2:1][C:3]1[CH:21]=[CH:20][C:6]2[N:7]([CH2:15][CH2:16][CH2:17][CH2:18][F:19])[C:8]([CH2:10][OH:11])=[N:9][C:5]=2[CH:4]=1, predict the reactants needed to synthesize it. The reactants are: [C:1]([C:3]1[CH:21]=[CH:20][C:6]2[N:7]([CH2:15][CH2:16][CH2:17][CH2:18][F:19])[C:8]([CH2:10][O:11]C(=O)C)=[N:9][C:5]=2[CH:4]=1)#[N:2]. (5) Given the product [C:10]([Si:7]([CH3:9])([CH3:8])[O:6][C:5]1[CH:14]=[CH:15][C:2]([N:25]([C:22]2[CH:23]=[CH:24][C:19]([CH:16]3[CH2:17][CH2:18]3)=[CH:20][CH:21]=2)[CH3:26])=[CH:3][CH:4]=1)([CH3:13])([CH3:12])[CH3:11], predict the reactants needed to synthesize it. The reactants are: Br[C:2]1[CH:15]=[CH:14][C:5]([O:6][Si:7]([C:10]([CH3:13])([CH3:12])[CH3:11])([CH3:9])[CH3:8])=[CH:4][CH:3]=1.[CH:16]1([C:19]2[CH:24]=[CH:23][C:22]([NH:25][CH3:26])=[CH:21][CH:20]=2)[CH2:18][CH2:17]1. (6) Given the product [CH2:2]1[C:3]2([CH2:7][CH:6]([O:13][C:14]3[CH:23]=[C:22]4[C:17]([C:18]([O:24][C:25]5[CH:30]=[CH:29][C:28]([N:31]([C:40]6[CH:45]=[CH:44][CH:43]=[CH:42][CH:41]=6)[C:32]([C:34]6([C:37]([NH2:39])=[O:38])[CH2:36][CH2:35]6)=[O:33])=[CH:27][C:26]=5[F:46])=[CH:19][CH:20]=[N:21]4)=[CH:16][C:15]=3[O:47][CH3:48])[CH2:5][O:4]2)[CH2:1]1, predict the reactants needed to synthesize it. The reactants are: [CH2:1]1[C:3]2([CH2:7][CH:6](CS([O-])(=O)=O)[CH2:5][O:4]2)[CH2:2]1.[OH:13][C:14]1[CH:23]=[C:22]2[C:17]([C:18]([O:24][C:25]3[CH:30]=[CH:29][C:28]([N:31]([C:40]4[CH:45]=[CH:44][CH:43]=[CH:42][CH:41]=4)[C:32]([C:34]4([C:37]([NH2:39])=[O:38])[CH2:36][CH2:35]4)=[O:33])=[CH:27][C:26]=3[F:46])=[CH:19][CH:20]=[N:21]2)=[CH:16][C:15]=1[O:47][CH3:48].C([O-])([O-])=O.[Cs+].[Cs+]. (7) Given the product [NH2:7][C:8]([CH2:9][OH:10])([CH2:13][OH:12])[CH2:16][CH2:17][C:18]1[CH:19]=[CH:20][C:21]([S:24]([N:27]2[C:35]3[C:30](=[CH:31][CH:32]=[C:33]([O:36][CH3:37])[CH:34]=3)[C:29]([C:38]([C:39]3[CH:44]=[C:43]([O:45][CH3:46])[C:42]([O:47][CH3:48])=[C:41]([O:49][CH3:50])[CH:40]=3)=[O:51])=[CH:28]2)(=[O:25])=[O:26])=[CH:22][CH:23]=1, predict the reactants needed to synthesize it. The reactants are: C(OC(=O)[NH:7][C:8]1([CH2:16][CH2:17][C:18]2[CH:23]=[CH:22][C:21]([S:24]([N:27]3[C:35]4[C:30](=[CH:31][CH:32]=[C:33]([O:36][CH3:37])[CH:34]=4)[C:29]([C:38](=[O:51])[C:39]4[CH:44]=[C:43]([O:45][CH3:46])[C:42]([O:47][CH3:48])=[C:41]([O:49][CH3:50])[CH:40]=4)=[CH:28]3)(=[O:26])=[O:25])=[CH:20][CH:19]=2)[CH2:13][O:12]C(C)(C)[O:10][CH2:9]1)(C)(C)C.C(OC(=O)NC1(CCC2C=CC(CCCN3C4C(=CC=CC=4)C(C(=O)C(F)(F)F)=C3)=CC=2)COC(C)(C)OC1)(C)(C)C.